This data is from Forward reaction prediction with 1.9M reactions from USPTO patents (1976-2016). The task is: Predict the product of the given reaction. (1) Given the reactants [CH2:1]([N:8]1[CH:13]2[CH2:14][CH2:15][CH:9]1[CH2:10][C:11]([C:20]1[CH:25]=[CH:24][CH:23]=[C:22]([O:26][CH3:27])[CH:21]=1)([CH2:16][C:17]([NH2:19])=[O:18])[CH2:12]2)C1C=CC=CC=1.C([O-])=O.[NH4+].C(=O)([O-])[O-].[K+].[K+].ClC1[N:44]=[CH:43][CH:42]=[CH:41][N:40]=1, predict the reaction product. The product is: [CH3:27][O:26][C:22]1[CH:21]=[C:20]([C:11]2([CH2:16][C:17]([NH2:19])=[O:18])[CH2:10][CH:9]3[N:8]([C:1]4[N:44]=[CH:43][CH:42]=[CH:41][N:40]=4)[CH:13]([CH2:14][CH2:15]3)[CH2:12]2)[CH:25]=[CH:24][CH:23]=1. (2) Given the reactants [CH3:1][NH:2][S:3](=[O:6])(=O)[OH:4].P(Cl)(Cl)(Cl)(Cl)Cl.[Br:13][C:14]1[CH:15]=[C:16]([CH:18]=[CH:19][CH:20]=1)[NH2:17], predict the reaction product. The product is: [Br:13][C:14]1[CH:15]=[C:16]([NH:17][S:3]([NH:2][CH3:1])(=[O:6])=[O:4])[CH:18]=[CH:19][CH:20]=1.